From a dataset of Catalyst prediction with 721,799 reactions and 888 catalyst types from USPTO. Predict which catalyst facilitates the given reaction. (1) Reactant: [N:1]1([S:11]([C:14]2[CH:15]=[C:16]([N:20]3[C:25](=[O:26])[C:24]4=[C:27]([C:30](O)=[O:31])[S:28][CH:29]=[C:23]4[NH:22][C:21]3=[O:33])[CH:17]=[CH:18][CH:19]=2)(=[O:13])=[O:12])[C:10]2[C:5](=[CH:6][CH:7]=[CH:8][CH:9]=2)[CH2:4][CH2:3][CH2:2]1.C(N=C=NC(C)C)(C)C.ON1C2C=CC=CC=2N=N1.[CH3:53][NH:54][CH2:55][CH2:56][C:57]1[CH:62]=[CH:61][CH:60]=[CH:59][N:58]=1.CC1C=CC(S(O)(=O)=O)=CC=1. Product: [N:1]1([S:11]([C:14]2[CH:15]=[C:16]([N:20]3[C:25](=[O:26])[C:24]4=[C:27]([C:30]([N:54]([CH3:53])[CH2:55][CH2:56][C:57]5[CH:62]=[CH:61][CH:60]=[CH:59][N:58]=5)=[O:31])[S:28][CH:29]=[C:23]4[NH:22][C:21]3=[O:33])[CH:17]=[CH:18][CH:19]=2)(=[O:12])=[O:13])[C:10]2[C:5](=[CH:6][CH:7]=[CH:8][CH:9]=2)[CH2:4][CH2:3][CH2:2]1. The catalyst class is: 174. (2) Reactant: [H-].[Na+].[C:3]([C:5]1[C:10]([C:11]2[NH:15][CH:14]=[C:13]([CH2:16][N:17]([CH3:25])[C:18](=[O:24])[O:19][C:20]([CH3:23])([CH3:22])[CH3:21])[CH:12]=2)=[CH:9][CH:8]=[CH:7][N:6]=1)#[N:4].C1OCCOCCOCCOCCOC1.[F:41][C:42]1[CH:47]=[CH:46][CH:45]=[CH:44][C:43]=1[S:48](Cl)(=[O:50])=[O:49].[Cl-].[NH4+]. Product: [C:3]([C:5]1[C:10]([C:11]2[N:15]([S:48]([C:43]3[CH:44]=[CH:45][CH:46]=[CH:47][C:42]=3[F:41])(=[O:50])=[O:49])[CH:14]=[C:13]([CH2:16][N:17]([CH3:25])[C:18](=[O:24])[O:19][C:20]([CH3:21])([CH3:22])[CH3:23])[CH:12]=2)=[CH:9][CH:8]=[CH:7][N:6]=1)#[N:4]. The catalyst class is: 7.